From a dataset of Peptide-MHC class II binding affinity with 134,281 pairs from IEDB. Regression. Given a peptide amino acid sequence and an MHC pseudo amino acid sequence, predict their binding affinity value. This is MHC class II binding data. (1) The peptide sequence is KQIANELNYILWENN. The MHC is DRB1_0401 with pseudo-sequence DRB1_0401. The binding affinity (normalized) is 0.463. (2) The MHC is DRB1_1201 with pseudo-sequence DRB1_1201. The peptide sequence is RGKMDVSGVQAPVGA. The binding affinity (normalized) is 0. (3) The peptide sequence is FMQALHLLL. The MHC is DRB1_0101 with pseudo-sequence DRB1_0101. The binding affinity (normalized) is 0. (4) The binding affinity (normalized) is 1.00. The peptide sequence is WFIISIVQMAPVSAM. The MHC is DRB1_0101 with pseudo-sequence DRB1_0101. (5) The peptide sequence is EIDSADKSGCIHNHD. The MHC is DRB1_1302 with pseudo-sequence DRB1_1302. The binding affinity (normalized) is 0.0243. (6) The peptide sequence is VSVDCSEYPKPDCTA. The MHC is DRB1_1302 with pseudo-sequence DRB1_1302. The binding affinity (normalized) is 0.108.